Dataset: Full USPTO retrosynthesis dataset with 1.9M reactions from patents (1976-2016). Task: Predict the reactants needed to synthesize the given product. (1) Given the product [C:11]([C:8]1[CH:7]=[CH:6][C:5]([S:2]([CH3:1])(=[O:3])=[O:4])=[CH:10][CH:9]=1)#[CH:12], predict the reactants needed to synthesize it. The reactants are: [CH3:1][S:2]([C:5]1[CH:10]=[CH:9][C:8]([C:11]#[C:12][Si](C)(C)C)=[CH:7][CH:6]=1)(=[O:4])=[O:3].O.[F-].C([N+](CCCC)(CCCC)CCCC)CCC.C(OCC)(=O)C. (2) Given the product [OH:6][C@H:5]([CH2:4][OH:3])[CH2:7][CH2:8][NH:9][C:10]([CH:12]1[CH:16]([C:17]2[CH:22]=[CH:21][CH:20]=[C:19]([Cl:23])[C:18]=2[F:24])[C:15]([C:27]2[N:32]=[CH:31][C:30]([Br:33])=[CH:29][N:28]=2)([C:25]#[N:26])[CH:14]([CH2:34][C:35]([CH3:36])([CH3:38])[CH3:37])[NH:13]1)=[O:11], predict the reactants needed to synthesize it. The reactants are: CC1(C)[O:6][C@@H:5]([CH2:7][CH2:8][NH:9][C:10]([CH:12]2[CH:16]([C:17]3[CH:22]=[CH:21][CH:20]=[C:19]([Cl:23])[C:18]=3[F:24])[C:15]([C:27]3[N:32]=[CH:31][C:30]([Br:33])=[CH:29][N:28]=3)([C:25]#[N:26])[CH:14]([CH2:34][C:35]([CH3:38])([CH3:37])[CH3:36])[NH:13]2)=[O:11])[CH2:4][O:3]1.Cl. (3) Given the product [CH3:21][C:22]1[CH:23]=[N:24][N:25]([C:2]2[CH:3]=[N:4][CH:5]=[CH:6][C:7]=2[C:8]2[O:9][C:10]3[CH:16]=[CH:15][C:14]([C:17]([F:20])([F:19])[F:18])=[CH:13][C:11]=3[N:12]=2)[CH:26]=1, predict the reactants needed to synthesize it. The reactants are: F[C:2]1[CH:3]=[N:4][CH:5]=[CH:6][C:7]=1[C:8]1[O:9][C:10]2[CH:16]=[CH:15][C:14]([C:17]([F:20])([F:19])[F:18])=[CH:13][C:11]=2[N:12]=1.[CH3:21][C:22]1[CH:23]=[N:24][NH:25][CH:26]=1.C(=O)([O-])[O-].[K+].[K+].CN(C=O)C.